Task: Predict the product of the given reaction.. Dataset: Forward reaction prediction with 1.9M reactions from USPTO patents (1976-2016) (1) Given the reactants [CH3:1][O:2][C:3](=[O:10])[CH2:4][CH:5]([CH3:9])[C:6](O)=[O:7].CN(C=O)C.C(Cl)(=O)C([Cl:19])=O, predict the reaction product. The product is: [CH3:1][O:2][C:3](=[O:10])[CH2:4][CH:5]([CH3:9])[C:6]([Cl:19])=[O:7]. (2) Given the reactants [CH3:1][C:2]1([NH2:6])[CH2:5][O:4][CH2:3]1.[Cl:7][C:8]1[CH:9]=[C:10]([NH:16][C:17]([C:19]2[N:23]([CH3:24])[CH:22]=[C:21]([S:25](Cl)(=[O:27])=[O:26])[CH:20]=2)=[O:18])[CH:11]=[C:12]([Cl:15])[C:13]=1[F:14].O, predict the reaction product. The product is: [Cl:7][C:8]1[CH:9]=[C:10]([NH:16][C:17]([C:19]2[N:23]([CH3:24])[CH:22]=[C:21]([S:25](=[O:27])(=[O:26])[NH:6][C:2]3([CH3:1])[CH2:5][O:4][CH2:3]3)[CH:20]=2)=[O:18])[CH:11]=[C:12]([Cl:15])[C:13]=1[F:14]. (3) The product is: [ClH:4].[CH3:10][O:11][C:12](=[O:13])[CH2:14][NH:7][CH:24]1[CH2:18][CH2:17]1. Given the reactants C([Cl:4])(=O)C.CO.[NH4+:7].[OH-].C[CH2:10][O:11][C:12]([CH3:14])=[O:13].C1C=C2C(C(O)(O)[C:24](=O)[C:18]2=[CH:17]C=1)=O, predict the reaction product. (4) Given the reactants F[P-](F)(F)(F)(F)F.[N:8]1(O[P+](N(C)C)(N(C)C)N(C)C)C2C=CC=CC=2N=N1.[Cl-].N[C:30]1[CH:38]=[C:37]2[C:33]([CH:34]=[C:35]([C:39]([NH:41][CH2:42][C:43]3[CH:48]=[CH:47][C:46]([Cl:49])=[C:45]([O:50][C:51]4[CH:56]=[C:55]([C:57]#[N:58])[CH:54]=[C:53]([Cl:59])[CH:52]=4)[C:44]=3[F:60])=[O:40])[NH:36]2)=[CH:32][CH:31]=1.[CH3:61][C:62]([O:65][C:66]([NH:68][CH2:69][C:70]([OH:72])=O)=[O:67])([CH3:64])[CH3:63].C(N(C(C)C)CC)(C)C, predict the reaction product. The product is: [Cl:49][C:46]1[CH:47]=[CH:48][C:43]([CH2:42][NH:41][C:39]([C:35]2[NH:36][C:37]3[C:33]([CH:34]=2)=[CH:32][C:31]([NH:8][C:70](=[O:72])[CH2:69][NH:68][C:66](=[O:67])[O:65][C:62]([CH3:64])([CH3:63])[CH3:61])=[CH:30][CH:38]=3)=[O:40])=[C:44]([F:60])[C:45]=1[O:50][C:51]1[CH:56]=[C:55]([C:57]#[N:58])[CH:54]=[C:53]([Cl:59])[CH:52]=1.